From a dataset of Forward reaction prediction with 1.9M reactions from USPTO patents (1976-2016). Predict the product of the given reaction. Given the reactants [NH2:1][C:2]1[CH:12]=[C:6]2[C:7]([NH:9][C:10](=[O:11])[C:5]2=[CH:4][CH:3]=1)=[O:8].[ClH:13].[N:14]([O-])=O.[Na+], predict the reaction product. The product is: [Cl-:13].[N+:1](=[C:2]1[CH:12]=[C:6]2[C:7]([NH:9][C:10](=[O:11])[C:5]2=[CH:4][CH2:3]1)=[O:8])=[N-:14].